This data is from Forward reaction prediction with 1.9M reactions from USPTO patents (1976-2016). The task is: Predict the product of the given reaction. Given the reactants [C:1]([O:5][C:6]([N:8]1[C:16]2[C:11](=[CH:12][C:13]([CH:17]=O)=[CH:14][CH:15]=2)[CH:10]=[C:9]1[C:19]1[C:20](=[O:29])[NH:21][C:22]2[C:27]([CH:28]=1)=[CH:26][CH:25]=[CH:24][CH:23]=2)=[O:7])([CH3:4])([CH3:3])[CH3:2].[OH:30][CH2:31][C:32]([N:34]1[CH2:39][CH2:38][NH:37][CH2:36][CH2:35]1)=[O:33].C(O[BH-](OC(=O)C)OC(=O)C)(=O)C.[Na+].[O-]S([O-])(=O)=O.[Mg+2].[H-], predict the reaction product. The product is: [C:1]([O:5][C:6]([N:8]1[C:16]2[C:11](=[CH:12][C:13]([CH2:17][N:37]3[CH2:38][CH2:39][N:34]([C:32](=[O:33])[CH2:31][OH:30])[CH2:35][CH2:36]3)=[CH:14][CH:15]=2)[CH:10]=[C:9]1[C:19]1[C:20](=[O:29])[NH:21][C:22]2[C:27]([CH:28]=1)=[CH:26][CH:25]=[CH:24][CH:23]=2)=[O:7])([CH3:4])([CH3:2])[CH3:3].